Dataset: Reaction yield outcomes from USPTO patents with 853,638 reactions. Task: Predict the reaction yield, written as a fraction of the theoretical maximum amount of product (1.0 means a 100% yield; for example, 0.34 means a 34% yield). (1) The reactants are O[C:2]1[C:3]([C:11]([O:13][CH2:14][CH3:15])=[O:12])=[N:4][N:5]([CH3:10])[C:6](=[O:9])[C:7]=1[CH3:8].O=P(Cl)(Cl)[Cl:18]. No catalyst specified. The product is [Cl:18][C:2]1[C:3]([C:11]([O:13][CH2:14][CH3:15])=[O:12])=[N:4][N:5]([CH3:10])[C:6](=[O:9])[C:7]=1[CH3:8]. The yield is 0.860. (2) The reactants are [O:1]=P12OP3(OP(OP(O3)(O1)=O)(=O)O2)=O.[C:15]([C:17]1(O)[CH2:22][CH2:21][CH2:20][C:19]([CH3:24])([CH3:23])[CH2:18]1)#[CH:16]. The catalyst is CC1C=CC=CC=1. The product is [CH3:16][C:15]([C:17]1[CH2:18][C:19]([CH3:24])([CH3:23])[CH2:20][CH2:21][CH:22]=1)=[O:1]. The yield is 0.0900. (3) The reactants are [C:1]([C:3]1[CH:8]=[CH:7][C:6]([C:9](=[O:23])[CH:10]([NH:15]C(=O)OC(C)(C)C)[C:11]([CH3:14])([CH3:13])[CH3:12])=[CH:5][CH:4]=1)#[N:2].[ClH:24]. The catalyst is CO. The product is [ClH:24].[NH2:15][CH:10]([C:11]([CH3:14])([CH3:13])[CH3:12])[C:9]([C:6]1[CH:7]=[CH:8][C:3]([C:1]#[N:2])=[CH:4][CH:5]=1)=[O:23]. The yield is 0.930. (4) The reactants are [CH2:1]([O:8][C:9]1[N:10]=[N:11][C:12]([C:23]#[C:24]C2C=CC(C(F)(F)F)=CN=2)=[CH:13][C:14]=1[O:15][CH2:16][C:17]1[CH:22]=[CH:21][CH:20]=[CH:19][CH:18]=1)[C:2]1[CH:7]=[CH:6][CH:5]=[CH:4][CH:3]=1.C(OC1N=NC(C#C)=CC=1OCC1C=CC=CC=1)C1C=CC=CC=1.Br[C:60]1[CH:61]=[N:62][CH:63]=[C:64]([C:66]([F:69])([F:68])[F:67])[CH:65]=1. No catalyst specified. The product is [CH2:1]([O:8][C:9]1[N:10]=[N:11][C:12]([C:23]#[C:24][C:60]2[CH:61]=[N:62][CH:63]=[C:64]([C:66]([F:69])([F:68])[F:67])[CH:65]=2)=[CH:13][C:14]=1[O:15][CH2:16][C:17]1[CH:18]=[CH:19][CH:20]=[CH:21][CH:22]=1)[C:2]1[CH:3]=[CH:4][CH:5]=[CH:6][CH:7]=1. The yield is 0.310. (5) The reactants are [CH:1]([C:4]1[C:8]([CH2:9][CH2:10][CH:11]=[O:12])=[CH:7][N:6]([C:13]2[CH:18]=[CH:17][C:16]([C:19]([F:22])([F:21])[F:20])=[CH:15][N:14]=2)[N:5]=1)([CH3:3])[CH3:2].[BH4-].[Na+].O.Cl. The catalyst is CO. The product is [CH:1]([C:4]1[C:8]([CH2:9][CH2:10][CH2:11][OH:12])=[CH:7][N:6]([C:13]2[CH:18]=[CH:17][C:16]([C:19]([F:20])([F:22])[F:21])=[CH:15][N:14]=2)[N:5]=1)([CH3:3])[CH3:2]. The yield is 0.950. (6) The product is [Br:20][C:17]1[CH:18]=[CH:19][C:14]([NH:13][C:6]([C:5]2[CH:9]=[CH:10][CH:11]=[CH:12][C:4]=2[N+:1]([O-:3])=[O:2])=[O:7])=[N:15][CH:16]=1. The reactants are [N+:1]([C:4]1[CH:12]=[CH:11][CH:10]=[CH:9][C:5]=1[C:6](Cl)=[O:7])([O-:3])=[O:2].[NH2:13][C:14]1[CH:19]=[CH:18][C:17]([Br:20])=[CH:16][N:15]=1.N1C=CC=CC=1. The yield is 0.770. The catalyst is C(Cl)Cl.